Dataset: Forward reaction prediction with 1.9M reactions from USPTO patents (1976-2016). Task: Predict the product of the given reaction. (1) The product is: [Cl:1][C:2]1[CH:3]=[C:4]([O:9][CH2:12][O:13][CH3:14])[CH:5]=[CH:6][C:7]=1[CH3:8]. Given the reactants [Cl:1][C:2]1[CH:3]=[C:4]([OH:9])[CH:5]=[CH:6][C:7]=1[CH3:8].[H-].[Na+].[CH3:12][O:13][CH2:14]Cl.[Cl-].[NH4+], predict the reaction product. (2) Given the reactants FC(F)(F)C(O)=O.[Cl:8][C:9]1[CH:28]=[CH:27][C:12]([CH2:13][N:14]2[CH2:19][CH2:18][N:17](C(OC(C)(C)C)=O)[CH2:16][CH2:15]2)=[CH:11][CH:10]=1, predict the reaction product. The product is: [Cl:8][C:9]1[CH:28]=[CH:27][C:12]([CH2:13][N:14]2[CH2:19][CH2:18][NH:17][CH2:16][CH2:15]2)=[CH:11][CH:10]=1. (3) Given the reactants [OH2:1].[C:2]([OH:5])(=[O:4])[CH3:3].[NH2:6][C:7]1[C:16]2[N:17]=[C:18]([CH2:32][NH:33][C:34]([NH:36]C)=O)[N:19]([CH2:20][CH2:21][CH2:22][CH2:23]O[Si](C(C)(C)C)(C)C)[C:15]=2[C:14]2[CH:13]=[CH:12][CH:11]=[CH:10][C:9]=2[N:8]=1.[OH-:38].[Na+], predict the reaction product. The product is: [C:2]([OH:5])(=[O:4])[CH3:3].[NH2:6][C:7]1[C:16]2[N:17]=[C:18]([CH2:32][N:33]([CH3:2])[C:34]([NH2:36])=[O:38])[N:19]([CH2:20][CH2:21][CH2:22][CH2:23][OH:1])[C:15]=2[C:14]2[CH:13]=[CH:12][CH:11]=[CH:10][C:9]=2[N:8]=1.